Dataset: Reaction yield outcomes from USPTO patents with 853,638 reactions. Task: Predict the reaction yield, written as a fraction of the theoretical maximum amount of product (1.0 means a 100% yield; for example, 0.34 means a 34% yield). The reactants are [OH:1][C:2]1[CH:7]=[CH:6][CH:5]=[CH:4][C:3]=1[CH:8]=[CH:9][C:10]1[CH:15]=[CH:14][C:13]([N:16]([C:24]2[CH:29]=[CH:28][C:27]([CH3:30])=[CH:26][CH:25]=2)[C:17]2[CH:22]=[CH:21][C:20]([CH3:23])=[CH:19][CH:18]=2)=[CH:12][CH:11]=1.[O:31]1C[CH2:34][CH2:33][CH2:32]1.C(=O)([O-])O.[Na+].C(Cl)(=O)C=C. The catalyst is O. The product is [C:32]([O:1][C:2]1[CH:7]=[CH:6][CH:5]=[CH:4][C:3]=1[CH:8]=[CH:9][C:10]1[CH:15]=[CH:14][C:13]([N:16]([C:24]2[CH:29]=[CH:28][C:27]([CH3:30])=[CH:26][CH:25]=2)[C:17]2[CH:22]=[CH:21][C:20]([CH3:23])=[CH:19][CH:18]=2)=[CH:12][CH:11]=1)(=[O:31])[CH:33]=[CH2:34]. The yield is 0.798.